This data is from Catalyst prediction with 721,799 reactions and 888 catalyst types from USPTO. The task is: Predict which catalyst facilitates the given reaction. (1) Reactant: [OH-].C[Sn+](C)C.[C:6]([C:8]1[CH:17]=[C:16]2[C:11]([CH:12]=[CH:13][C:14](=[O:23])[N:15]2[CH2:18][C:19]([O:21]C)=[O:20])=[CH:10][CH:9]=1)#[N:7]. Product: [C:6]([C:8]1[CH:17]=[C:16]2[C:11]([CH:12]=[CH:13][C:14](=[O:23])[N:15]2[CH2:18][C:19]([OH:21])=[O:20])=[CH:10][CH:9]=1)#[N:7]. The catalyst class is: 417. (2) Reactant: [Cl:1][C:2]1[CH:7]=[C:6]([C:8]2[CH:13]=[CH:12][CH:11]=[C:10]([O:14][CH2:15][CH:16]3[CH2:18][O:17]3)[CH:9]=2)[N:5]=[C:4]2[N:19]([CH:22]([CH3:24])[CH3:23])[N:20]=[CH:21][C:3]=12.[CH3:25][NH2:26]. Product: [Cl:1][C:2]1[CH:7]=[C:6]([C:8]2[CH:9]=[C:10]([CH:11]=[CH:12][CH:13]=2)[O:14][CH2:15][CH:16]([OH:17])[CH2:18][NH:26][CH3:25])[N:5]=[C:4]2[N:19]([CH:22]([CH3:24])[CH3:23])[N:20]=[CH:21][C:3]=12. The catalyst class is: 5.